From a dataset of Reaction yield outcomes from USPTO patents with 853,638 reactions. Predict the reaction yield, written as a fraction of the theoretical maximum amount of product (1.0 means a 100% yield; for example, 0.34 means a 34% yield). (1) The reactants are [H-].[Na+].[C:3]([CH2:5]P(=O)(OCC)OCC)#[N:4].[C:14]1([CH2:20][CH2:21][CH2:22][CH2:23][C:24]2[O:25][C:26]3[C:35]4[C:34](=O)[CH2:33][CH2:32][C:31]=4[CH:30]=[CH:29][C:27]=3[N:28]=2)[CH:19]=[CH:18][CH:17]=[CH:16][CH:15]=1.[Cl-].[NH4+]. The catalyst is O1CCCC1. The product is [C:14]1([CH2:20][CH2:21][CH2:22][CH2:23][C:24]2[O:25][C:26]3[C:35]4[C:34](=[CH:5][C:3]#[N:4])[CH2:33][CH2:32][C:31]=4[CH:30]=[CH:29][C:27]=3[N:28]=2)[CH:19]=[CH:18][CH:17]=[CH:16][CH:15]=1. The yield is 0.940. (2) The product is [I:16][C:11]1[C:10]2[O:6][CH2:7][O:8][C:9]=2[C:14]([NH2:15])=[CH:13][CH:12]=1. The yield is 0.469. The reactants are C([O-])([O-])=O.[Ca+2].[O:6]1[C:10]2[CH:11]=[CH:12][CH:13]=[C:14]([NH2:15])[C:9]=2[O:8][CH2:7]1.[I:16](Cl)(=O)=O.I(Cl)(=O)=O.C[N+](C)(C)CC1C=CC=CC=1. The catalyst is C(Cl)Cl.CO.O. (3) The reactants are Cl.[N:2]12[CH2:9][CH2:8][CH:5]([CH2:6][CH2:7]1)[C:4](=[O:10])[CH2:3]2. The catalyst is C([O-])(O)=O.[Na+]. The product is [N:2]12[CH2:9][CH2:8][CH:5]([CH2:6][CH2:7]1)[C:4](=[O:10])[CH2:3]2. The yield is 0.880.